From a dataset of Full USPTO retrosynthesis dataset with 1.9M reactions from patents (1976-2016). Predict the reactants needed to synthesize the given product. (1) Given the product [CH2:1]([O:3][C:4]([C:6]1[NH:7][C:8]2[C:13]([CH:14]=1)=[CH:12][C:11]([CH:15]1[CH2:20][CH2:19][CH2:18][N:17]([CH3:22])[CH2:16]1)=[CH:10][CH:9]=2)=[O:5])[CH3:2], predict the reactants needed to synthesize it. The reactants are: [CH2:1]([O:3][C:4]([C:6]1[NH:7][C:8]2[C:13]([CH:14]=1)=[CH:12][C:11]([C:15]1[CH:16]=[N:17][CH:18]=[CH:19][CH:20]=1)=[CH:10][CH:9]=2)=[O:5])[CH3:2].I[CH3:22]. (2) Given the product [C:2]([O:12][CH2:14][CH3:15])(=[O:11])[C:3]1[NH:10][C:8](=[O:9])[NH:7][C:5](=[O:6])[CH:4]=1, predict the reactants needed to synthesize it. The reactants are: O.[C:2]([OH:12])(=[O:11])[C:3]1[NH:10][C:8](=[O:9])[NH:7][C:5](=[O:6])[CH:4]=1.N12CCCN=C1CCC[CH2:15][CH2:14]2.C(I)C.O. (3) Given the product [F:20][C:21]1[CH:26]=[CH:25][CH:24]=[CH:23][C:22]=1[C:27]1[CH:28]=[CH:29][C:30]([O:4][C:1](=[O:3])[N:10]([CH3:11])[C@H:9]2[CH2:8][NH:7][C:6]2=[O:5])=[CH:31][CH:32]=1, predict the reactants needed to synthesize it. The reactants are: [C:1]([O-:4])(=[O:3])C.[O:5]=[C:6]1[C@@H:9]([NH3+:10])[CH2:8][NH:7]1.[CH3:11]CN(C(C)C)C(C)C.[F:20][C:21]1[CH:26]=[CH:25][CH:24]=[CH:23][C:22]=1[C:27]1[CH:32]=[CH:31][C:30](C2C=CN(C([O-])=O)C(=O)C=2C)=[CH:29][CH:28]=1. (4) Given the product [NH2:1][C:2]1[C:3]([C:12]([OH:14])=[O:13])=[CH:4][C:5]2[CH2:6][CH2:7][CH2:8][CH2:9][C:10]=2[CH:11]=1, predict the reactants needed to synthesize it. The reactants are: [NH2:1][C:2]1[C:3]([C:12]([OH:14])=[O:13])=[CH:4][C:5]2[C:10]([CH:11]=1)=[CH:9][CH:8]=[CH:7][CH:6]=2.C(O)(C)C.[OH-].[Na+]. (5) Given the product [CH2:2]([O:9][C:10]1[C:11]([C:24]([O:26][C:27]([CH3:30])([CH3:29])[CH3:28])=[O:25])=[N:12][C:13]([CH2:17][CH:18]2[CH2:23][CH2:22][N:21]([C:32]3[CH:33]=[CH:34][C:35]([C:38]4[CH:43]=[CH:42][C:41]([CH2:44][O:45][Si:46]([C:49]([CH3:52])([CH3:51])[CH3:50])([CH3:47])[CH3:48])=[CH:40][CH:39]=4)=[CH:36][CH:37]=3)[CH2:20][CH2:19]2)=[N:14][C:15]=1[CH3:16])[C:3]1[CH:4]=[CH:5][CH:6]=[CH:7][CH:8]=1, predict the reactants needed to synthesize it. The reactants are: Cl.[CH2:2]([O:9][C:10]1[C:11]([C:24]([O:26][C:27]([CH3:30])([CH3:29])[CH3:28])=[O:25])=[N:12][C:13]([CH2:17][CH:18]2[CH2:23][CH2:22][NH:21][CH2:20][CH2:19]2)=[N:14][C:15]=1[CH3:16])[C:3]1[CH:8]=[CH:7][CH:6]=[CH:5][CH:4]=1.Br[C:32]1[CH:37]=[CH:36][C:35]([C:38]2[CH:43]=[CH:42][C:41]([CH2:44][O:45][Si:46]([C:49]([CH3:52])([CH3:51])[CH3:50])([CH3:48])[CH3:47])=[CH:40][CH:39]=2)=[CH:34][CH:33]=1.CC(C)([O-])C.[Na+].C1(P(C2CCCCC2)C2C=CC=CC=2C2C(C(C)C)=CC(C(C)C)=CC=2C(C)C)CCCCC1. (6) Given the product [OH:5][CH2:6][CH2:7][CH2:8][N:9]([C:26]1[CH:31]=[CH:30][C:29]([NH:32][C:33]([NH:35][C:36]2[CH:37]=[CH:38][CH:39]=[CH:40][CH:41]=2)=[O:34])=[CH:28][C:27]=1[O:42][CH3:43])[S:10]([C:13]1[CH:14]=[C:15]([C:19]2[CH:24]=[CH:23][C:22]([F:25])=[CH:21][CH:20]=2)[CH:16]=[CH:17][CH:18]=1)(=[O:11])=[O:12], predict the reactants needed to synthesize it. The reactants are: C([O:5][CH2:6][CH2:7][CH2:8][N:9]([C:26]1[CH:31]=[CH:30][C:29]([NH:32][C:33]([NH:35][C:36]2[CH:41]=[CH:40][CH:39]=[CH:38][CH:37]=2)=[O:34])=[CH:28][C:27]=1[O:42][CH3:43])[S:10]([C:13]1[CH:14]=[C:15]([C:19]2[CH:24]=[CH:23][C:22]([F:25])=[CH:21][CH:20]=2)[CH:16]=[CH:17][CH:18]=1)(=[O:12])=[O:11])(C)(C)C.C(O)(C(F)(F)F)=O. (7) Given the product [CH:26]1([C:24]2[NH:23][N:22]=[C:21]([N:20]3[C:3]4[CH:4]=[C:5]([NH:10][C@H:11]([C:13]5[CH:14]=[CH:15][C:16]([F:19])=[CH:17][CH:18]=5)[CH3:12])[C:6]([C:7]#[N:8])=[CH:9][C:2]=4[N:1]=[CH:29]3)[CH:25]=2)[CH2:28][CH2:27]1, predict the reactants needed to synthesize it. The reactants are: [NH2:1][C:2]1[C:3]([NH:20][C:21]2[CH:25]=[C:24]([CH:26]3[CH2:28][CH2:27]3)[NH:23][N:22]=2)=[CH:4][C:5]([NH:10][C@H:11]([C:13]2[CH:18]=[CH:17][C:16]([F:19])=[CH:15][CH:14]=2)[CH3:12])=[C:6]([CH:9]=1)[C:7]#[N:8].[C:29](O)(=O)C.C(N)=N.C(=O)(O)[O-].[Na+].CCOC(C)=O. (8) Given the product [NH2:11][C:9]1[N:8]=[CH:7][N:6]=[C:5]2[NH:4][N:3]=[C:2]([C:12]#[N:13])[C:10]=12, predict the reactants needed to synthesize it. The reactants are: I[C:2]1[C:10]2[C:5](=[N:6][CH:7]=[N:8][C:9]=2[NH2:11])[NH:4][N:3]=1.[CH3:12][N:13](C=O)C. (9) Given the product [CH3:1][C:2]1[CH:9]=[CH:8][C:5]([CH2:6][NH:7][C:16]2[CH:17]=[N:18][CH:19]=[CH:11][C:12]=2[C:13]([OH:15])=[O:14])=[CH:4][CH:3]=1, predict the reactants needed to synthesize it. The reactants are: [CH3:1][C:2]1[CH:9]=[CH:8][C:5]([CH2:6][NH2:7])=[CH:4][CH:3]=1.F[C:11]1[CH:19]=[N:18][CH:17]=[CH:16][C:12]=1[C:13]([OH:15])=[O:14]. (10) Given the product [CH3:21][N:14]1[C:13](=[O:22])[C:12]2[CH2:11][CH:10]3[CH2:9][N:8]([CH2:19][CH2:18][CH2:20]3)[C:17]=2[CH:16]=[CH:15]1, predict the reactants needed to synthesize it. The reactants are: C(OC([N:8]1[CH2:19][CH:18]2[CH2:20][CH:10]([CH2:11][C:12]3[C:13](=[O:22])[N:14]([CH3:21])[CH:15]=[CH:16][C:17]=32)[CH2:9]1)=O)(C)(C)C.Cl.